The task is: Predict which catalyst facilitates the given reaction.. This data is from Catalyst prediction with 721,799 reactions and 888 catalyst types from USPTO. (1) Product: [CH3:1][C:2]1([CH2:36][OH:37])[CH2:7][CH2:6][C:5]([C:8]2[CH:13]=[CH:12][C:11]([O:14][CH2:15][C:16]3[CH:21]=[CH:20][CH:19]=[CH:18][CH:17]=3)=[CH:10][CH:9]=2)=[C:4]([C:22]2[CH:23]=[CH:24][C:25]([O:28][CH2:29][C:30]3[CH:31]=[CH:32][CH:33]=[CH:34][CH:35]=3)=[CH:26][CH:27]=2)[CH2:3]1. Reactant: [CH3:1][C:2]1([CH:36]=[O:37])[CH2:7][CH2:6][C:5]([C:8]2[CH:13]=[CH:12][C:11]([O:14][CH2:15][C:16]3[CH:21]=[CH:20][CH:19]=[CH:18][CH:17]=3)=[CH:10][CH:9]=2)=[C:4]([C:22]2[CH:27]=[CH:26][C:25]([O:28][CH2:29][C:30]3[CH:35]=[CH:34][CH:33]=[CH:32][CH:31]=3)=[CH:24][CH:23]=2)[CH2:3]1.[BH4-].[Na+]. The catalyst class is: 5. (2) Reactant: [CH3:1][C:2]1([C:15](OCC)=[O:16])[CH2:7][CH2:6][CH2:5][N:4]([C:8]([O:10][C:11]([CH3:14])([CH3:13])[CH3:12])=[O:9])[CH2:3]1.[Li+].[BH4-].Cl. Product: [OH:16][CH2:15][C:2]1([CH3:1])[CH2:7][CH2:6][CH2:5][N:4]([C:8]([O:10][C:11]([CH3:14])([CH3:13])[CH3:12])=[O:9])[CH2:3]1. The catalyst class is: 1. (3) Reactant: CC(C)([O-])C.[K+].[C:7]([C:9]1[CH:14]=[CH:13][C:12]([CH:15]([C:30]2[C:40](=[O:41])[CH2:39][C:33]3([CH2:38][CH2:37][O:36][CH2:35][CH2:34]3)[CH2:32][C:31]=2OC)[NH:16][C:17]([NH:19][C:20]2[CH:25]=[CH:24][CH:23]=[C:22]([C:26]([F:29])([F:28])[F:27])[CH:21]=2)=[O:18])=[CH:11][CH:10]=1)#[N:8]. Product: [O:18]=[C:17]1[NH:16][CH:15]([C:12]2[CH:13]=[CH:14][C:9]([C:7]#[N:8])=[CH:10][CH:11]=2)[C:30]2[C:40](=[O:41])[CH2:39][C:33]3([CH2:34][CH2:35][O:36][CH2:37][CH2:38]3)[CH2:32][C:31]=2[N:19]1[C:20]1[CH:25]=[CH:24][CH:23]=[C:22]([C:26]([F:27])([F:28])[F:29])[CH:21]=1. The catalyst class is: 9. (4) Reactant: [Cl:1][C:2]1[C:3]([F:25])=[C:4]([C:17]2[CH:22]=[C:21]([O:23]C)[N:20]=[CH:19][N:18]=2)[C:5]([N:8]2[CH:12]=[C:11]([C:13]([F:16])([F:15])[F:14])[N:10]=[N:9]2)=[CH:6][CH:7]=1.Br. Product: [Cl:1][C:2]1[C:3]([F:25])=[C:4]([C:17]2[N:18]=[CH:19][N:20]=[C:21]([OH:23])[CH:22]=2)[C:5]([N:8]2[CH:12]=[C:11]([C:13]([F:16])([F:14])[F:15])[N:10]=[N:9]2)=[CH:6][CH:7]=1. The catalyst class is: 52. (5) Reactant: [NH4+].[Cl-].[CH3:3][C:4]1([CH3:20])[O:8][CH:7]([CH2:9][O:10][C:11]2[CH:16]=[CH:15][CH:14]=[C:13]([N+:17]([O-])=O)[CH:12]=2)[CH2:6][O:5]1.C(O)(C)C. Product: [CH3:3][C:4]1([CH3:20])[O:8][CH:7]([CH2:9][O:10][C:11]2[CH:12]=[C:13]([CH:14]=[CH:15][CH:16]=2)[NH2:17])[CH2:6][O:5]1. The catalyst class is: 150. (6) Reactant: Cl[C:2]1[CH:7]=[C:6]([Cl:8])[N:5]=[C:4]([NH:9][CH:10]([CH3:12])[CH3:11])[N:3]=1.CC([O-])(C)C.[K+].[F:19][C:20]([F:29])([F:28])[C:21]1[CH:26]=[C:25]([NH2:27])[CH:24]=[CH:23][N:22]=1. Product: [Cl:8][C:6]1[N:5]=[C:4]([NH:9][CH:10]([CH3:12])[CH3:11])[N:3]=[C:2]([NH:27][C:25]2[CH:24]=[CH:23][N:22]=[C:21]([C:20]([F:29])([F:19])[F:28])[CH:26]=2)[CH:7]=1. The catalyst class is: 23. (7) Reactant: COC1C=C2C(=CC=1)C=C([C@H](C)C(O)=O)C=C2.[CH3:18][NH:19][CH2:20][C@H:21]([C:23]1[CH:28]=[CH:27][CH:26]=[CH:25][N:24]=1)[OH:22].[ClH:29]. Product: [ClH:29].[ClH:29].[CH3:18][NH:19][CH2:20][C@H:21]([C:23]1[CH:28]=[CH:27][CH:26]=[CH:25][N:24]=1)[OH:22]. The catalyst class is: 6. (8) Reactant: [C:1]([C:3]([C:6]1[CH:7]=[C:8]([CH:12]=[CH:13][CH:14]=1)[C:9](Cl)=[O:10])([CH3:5])[CH3:4])#[N:2].[NH2:15][C:16]1[CH:17]=[CH:18][C:19]([CH3:38])=[C:20]([CH:37]=1)[O:21][C:22]1[CH:23]=[CH:24][C:25]2[N:26]([N:28]=[C:29]([NH:31][C:32]([CH:34]3[CH2:36][CH2:35]3)=[O:33])[N:30]=2)[CH:27]=1. Product: [C:1]([C:3]([C:6]1[CH:7]=[C:8]([CH:12]=[CH:13][CH:14]=1)[C:9]([NH:15][C:16]1[CH:17]=[CH:18][C:19]([CH3:38])=[C:20]([O:21][C:22]2[CH:23]=[CH:24][C:25]3[N:26]([N:28]=[C:29]([NH:31][C:32]([CH:34]4[CH2:36][CH2:35]4)=[O:33])[N:30]=3)[CH:27]=2)[CH:37]=1)=[O:10])([CH3:5])[CH3:4])#[N:2]. The catalyst class is: 675.